This data is from Forward reaction prediction with 1.9M reactions from USPTO patents (1976-2016). The task is: Predict the product of the given reaction. (1) Given the reactants [C:1]([N:8]1[CH2:13][CH2:12][C:11]([C:16]2[CH:21]=[CH:20][C:19]([F:22])=[CH:18][CH:17]=2)([C:14]#[N:15])[CH2:10][CH2:9]1)([O:3][C:4]([CH3:7])([CH3:6])[CH3:5])=[O:2], predict the reaction product. The product is: [C:1]([N:8]1[CH2:9][CH2:10][C:11]([C:16]2[CH:17]=[CH:18][C:19]([F:22])=[CH:20][CH:21]=2)([CH2:14][NH2:15])[CH2:12][CH2:13]1)([O:3][C:4]([CH3:6])([CH3:7])[CH3:5])=[O:2]. (2) Given the reactants [C:1]([O:5][C:6](=[O:40])[N:7]([C@H:9]([C:11](=[O:39])[NH:12][C@@H:13]1[C:19](=[O:20])[N:18]([CH2:21][C:22]2[C:31]3[C:26](=[CH:27][C:28]([Br:32])=[CH:29][CH:30]=3)[CH:25]=[CH:24][C:23]=2[O:33][CH3:34])[C:17]2[CH:35]=[CH:36][CH:37]=[CH:38][C:16]=2[NH:15][CH2:14]1)[CH3:10])[CH3:8])([CH3:4])([CH3:3])[CH3:2].[N:41]1[CH:46]=[CH:45][CH:44]=[C:43]([CH2:47][C:48](O)=[O:49])[CH:42]=1.O=P(Cl)(Cl)Cl, predict the reaction product. The product is: [Br:32][C:28]1[CH:27]=[C:26]2[C:31](=[CH:30][CH:29]=1)[C:22]([CH2:21][N:18]1[C:19](=[O:20])[C@@H:13]([NH:12][C:11](=[O:39])[C@@H:9]([N:7]([CH3:8])[C:6](=[O:40])[O:5][C:1]([CH3:2])([CH3:3])[CH3:4])[CH3:10])[CH2:14][N:15]([C:48](=[O:49])[CH2:47][C:43]3[CH:42]=[N:41][CH:46]=[CH:45][CH:44]=3)[C:16]3[CH:38]=[CH:37][CH:36]=[CH:35][C:17]1=3)=[C:23]([O:33][CH3:34])[CH:24]=[CH:25]2. (3) Given the reactants Cl[C:2]1[N:11]=[CH:10][C:9]2[C:4](=[CH:5][CH:6]=[C:7]([O:12]C)[CH:8]=2)[N:3]=1.[C:14]([C:17]1[CH:22]=[CH:21][C:20](B(O)O)=[C:19]([Cl:26])[CH:18]=1)([OH:16])=[O:15], predict the reaction product. The product is: [Cl:26][C:19]1[CH:18]=[C:17]([CH:22]=[CH:21][C:20]=1[C:2]1[N:11]=[CH:10][C:9]2[C:4](=[CH:5][CH:6]=[C:7]([OH:12])[CH:8]=2)[N:3]=1)[C:14]([OH:16])=[O:15]. (4) The product is: [OH:8][CH2:9][C@@H:10]1[CH2:14][CH2:13][CH2:12][N:11]1[S:15]([C:18]1[CH:26]=[CH:25][C:24]2[N:23]3[CH2:27][C:28]([CH3:31])([CH3:32])[CH2:29][N:30]=[C:22]3[C:21](=[O:33])[C:20]=2[CH:19]=1)(=[O:16])=[O:17]. Given the reactants C([O:8][CH2:9][C@@H:10]1[CH2:14][CH2:13][CH2:12][N:11]1[S:15]([C:18]1[CH:26]=[CH:25][C:24]2[N:23]3[CH2:27][C:28]([CH3:32])([CH3:31])[CH2:29][N:30]=[C:22]3[C:21]3(OCCC[O:33]3)[C:20]=2[CH:19]=1)(=[O:17])=[O:16])C1C=CC=CC=1.CS(O)(=O)=O.[NH4+].[OH-], predict the reaction product. (5) Given the reactants Cl[O-].[Na+].[CH:4]1([CH:7]([O:11][CH2:12][CH:13]=[N:14][OH:15])[CH2:8][CH:9]=[CH2:10])[CH2:6][CH2:5]1.C(N(CC)CC)C, predict the reaction product. The product is: [CH:4]1([C@@H:7]2[O:11][CH2:12][C:13]3=[N:14][O:15][CH2:10][C@@H:9]3[CH2:8]2)[CH2:6][CH2:5]1.